From a dataset of Forward reaction prediction with 1.9M reactions from USPTO patents (1976-2016). Predict the product of the given reaction. (1) Given the reactants CN(C=O)C.[N:6]1[CH:11]=[CH:10][N:9]=[CH:8][C:7]=1[C:12]([OH:14])=O.S(Cl)(Cl)=O.[NH2:19][C:20]1[CH:25]=[C:24]([O:26][CH2:27][C:28]2[CH:33]=[CH:32][CH:31]=[CH:30][CH:29]=2)[C:23]([O:34][CH3:35])=[CH:22][C:21]=1[C:36]([N:38]1[CH2:43][CH2:42][N:41]([C:44]2[CH:49]=[CH:48][CH:47]=[CH:46][C:45]=2[O:50][CH3:51])[CH2:40][CH2:39]1)=[O:37], predict the reaction product. The product is: [CH2:27]([O:26][C:24]1[C:23]([O:34][CH3:35])=[CH:22][C:21]([C:36]([N:38]2[CH2:39][CH2:40][N:41]([C:44]3[CH:49]=[CH:48][CH:47]=[CH:46][C:45]=3[O:50][CH3:51])[CH2:42][CH2:43]2)=[O:37])=[C:20]([NH:19][C:12]([C:7]2[CH:8]=[N:9][CH:10]=[CH:11][N:6]=2)=[O:14])[CH:25]=1)[C:28]1[CH:33]=[CH:32][CH:31]=[CH:30][CH:29]=1. (2) Given the reactants C[Si]([N:5]=[C:6]=[O:7])(C)C.[CH:8]1([NH:11][C:12]([C:14]2[C:22]3[CH:21]=[C:20]([C:23]4[C:28]([Cl:29])=[CH:27][N:26]=[C:25]([NH:30][CH2:31][CH2:32][CH2:33][CH:34]5[CH2:39][CH2:38][NH:37][CH2:36][CH2:35]5)[N:24]=4)[S:19][C:18]=3[CH:17]=[CH:16][CH:15]=2)=[O:13])[CH2:10][CH2:9]1, predict the reaction product. The product is: [Cl:29][C:28]1[C:23]([C:20]2[S:19][C:18]3[CH:17]=[CH:16][CH:15]=[C:14]([C:12](=[O:13])[NH:11][CH:8]4[CH2:9][CH2:10]4)[C:22]=3[CH:21]=2)=[N:24][C:25]([NH:30][CH2:31][CH2:32][CH2:33][CH:34]2[CH2:35][CH2:36][N:37]([C:6]([NH2:5])=[O:7])[CH2:38][CH2:39]2)=[N:26][CH:27]=1.